From a dataset of TCR-epitope binding with 47,182 pairs between 192 epitopes and 23,139 TCRs. Binary Classification. Given a T-cell receptor sequence (or CDR3 region) and an epitope sequence, predict whether binding occurs between them. (1) The epitope is TLVPQEHYV. The TCR CDR3 sequence is CASSLGTGLNQPQHF. Result: 1 (the TCR binds to the epitope). (2) The epitope is FPRPWLHGL. The TCR CDR3 sequence is CASSLSTDFKNIQYF. Result: 0 (the TCR does not bind to the epitope).